From a dataset of NCI-60 drug combinations with 297,098 pairs across 59 cell lines. Regression. Given two drug SMILES strings and cell line genomic features, predict the synergy score measuring deviation from expected non-interaction effect. Drug 1: CN(C)N=NC1=C(NC=N1)C(=O)N. Drug 2: C1=C(C(=O)NC(=O)N1)N(CCCl)CCCl. Cell line: M14. Synergy scores: CSS=30.3, Synergy_ZIP=-2.77, Synergy_Bliss=-0.0174, Synergy_Loewe=-15.5, Synergy_HSA=-3.51.